From a dataset of Forward reaction prediction with 1.9M reactions from USPTO patents (1976-2016). Predict the product of the given reaction. (1) Given the reactants [OH:1][C:2]1[CH:10]=[CH:9][C:5]([C:6]([OH:8])=[O:7])=[CH:4][CH:3]=1.Cl[CH2:12][CH2:13][CH2:14][CH2:15][CH2:16][CH2:17][OH:18], predict the reaction product. The product is: [OH:18][CH2:17][CH2:16][CH2:15][CH2:14][CH2:13][CH2:12][O:1][C:2]1[CH:10]=[CH:9][C:5]([C:6]([OH:8])=[O:7])=[CH:4][CH:3]=1. (2) Given the reactants [C:1]([Br:5])(Br)(Br)Br.[Br:6][C:7]1[N:12]=[C:11](CO)[CH:10]=[CH:9][CH:8]=1.C1C=CC(P(C2C=CC=CC=2)C2C=CC=CC=2)=CC=1, predict the reaction product. The product is: [Br:6][C:7]1[CH:8]=[CH:9][CH:10]=[C:11]([CH2:1][Br:5])[N:12]=1. (3) Given the reactants [Cl-].[Cl-].[Cl-].[Al+3].[F:5][C:6]1[CH:7]=[C:8]2[C:12](=[CH:13][CH:14]=1)[C:11](=[O:15])[CH2:10][CH2:9]2.[Br:16]Br.Cl, predict the reaction product. The product is: [Br:16][C:7]1[C:6]([F:5])=[CH:14][CH:13]=[C:12]2[C:8]=1[CH2:9][CH2:10][C:11]2=[O:15].